Dataset: Catalyst prediction with 721,799 reactions and 888 catalyst types from USPTO. Task: Predict which catalyst facilitates the given reaction. (1) Reactant: [NH2:1][CH2:2][C:3]([C:12]1[CH:17]=[CH:16][C:15]([F:18])=[CH:14][CH:13]=1)([C:5]1[CH:10]=[CH:9][C:8]([F:11])=[CH:7][CH:6]=1)[OH:4].[C:19]([O:22][C@@H:23]1[C@@H:27]([C:28]2[N:29]=[N:30][N:31]([CH2:33][CH3:34])[N:32]=2)[O:26][C@@H:25]([N:35]2[CH:43]=[N:42][C:41]3[C:36]2=[N:37][C:38]([Cl:45])=[N:39][C:40]=3Cl)[C@@H:24]1[O:46][C:47](=[O:49])[CH3:48])(=[O:21])[CH3:20].CCN(C(C)C)C(C)C. Product: [C:19]([O:22][C@@H:23]1[C@@H:27]([C:28]2[N:29]=[N:30][N:31]([CH2:33][CH3:34])[N:32]=2)[O:26][C@@H:25]([N:35]2[CH:43]=[N:42][C:41]3[C:36]2=[N:37][C:38]([Cl:45])=[N:39][C:40]=3[NH:1][CH2:2][C:3]([C:5]2[CH:6]=[CH:7][C:8]([F:11])=[CH:9][CH:10]=2)([C:12]2[CH:17]=[CH:16][C:15]([F:18])=[CH:14][CH:13]=2)[OH:4])[C@@H:24]1[O:46][C:47](=[O:49])[CH3:48])(=[O:21])[CH3:20]. The catalyst class is: 1. (2) Reactant: Br[C:2]1[CH:6]=[C:5]([CH2:7][C:8]2[CH:13]=[CH:12][C:11]([CH2:14][CH3:15])=[CH:10][CH:9]=2)[S:4][C:3]=1[CH2:16][CH2:17][O:18][C:19]([C:32]1[CH:37]=[CH:36][CH:35]=[CH:34][CH:33]=1)([C:26]1[CH:31]=[CH:30][CH:29]=[CH:28][CH:27]=1)[C:20]1[CH:25]=[CH:24][CH:23]=[CH:22][CH:21]=1.C([Li])CCC.[CH2:43]([O:50][CH:51]1[CH:56]([O:57][CH2:58][C:59]2[CH:64]=[CH:63][CH:62]=[CH:61][CH:60]=2)[CH:55]([O:65][CH2:66][C:67]2[CH:72]=[CH:71][CH:70]=[CH:69][CH:68]=2)[CH:54]([CH2:73][O:74][CH2:75][C:76]2[CH:81]=[CH:80][CH:79]=[CH:78][CH:77]=2)[O:53][C:52]1=[O:82])[C:44]1[CH:49]=[CH:48][CH:47]=[CH:46][CH:45]=1.[Cl-].[NH4+]. Product: [CH2:43]([O:50][CH:51]1[CH:56]([O:57][CH2:58][C:59]2[CH:64]=[CH:63][CH:62]=[CH:61][CH:60]=2)[CH:55]([O:65][CH2:66][C:67]2[CH:68]=[CH:69][CH:70]=[CH:71][CH:72]=2)[CH:54]([CH2:73][O:74][CH2:75][C:76]2[CH:77]=[CH:78][CH:79]=[CH:80][CH:81]=2)[O:53][C:52]1([C:2]1[CH:6]=[C:5]([CH2:7][C:8]2[CH:13]=[CH:12][C:11]([CH2:14][CH3:15])=[CH:10][CH:9]=2)[S:4][C:3]=1[CH2:16][CH2:17][O:18][C:19]([C:32]1[CH:37]=[CH:36][CH:35]=[CH:34][CH:33]=1)([C:26]1[CH:31]=[CH:30][CH:29]=[CH:28][CH:27]=1)[C:20]1[CH:25]=[CH:24][CH:23]=[CH:22][CH:21]=1)[OH:82])[C:44]1[CH:49]=[CH:48][CH:47]=[CH:46][CH:45]=1. The catalyst class is: 134. (3) Reactant: [Br:1][C:2]1[C:7]([F:8])=[CH:6][C:5]([C:9]([C:11]2[CH:12]=[N:13][C:14]([Cl:17])=[CH:15][CH:16]=2)=O)=[C:4](F)[CH:3]=1.[NH:19](C(OC(C)(C)C)=O)[NH2:20].C(O)(=O)C. Product: [Br:1][C:2]1[CH:3]=[C:4]2[C:5]([C:9]([C:11]3[CH:12]=[N:13][C:14]([Cl:17])=[CH:15][CH:16]=3)=[N:19][NH:20]2)=[CH:6][C:7]=1[F:8]. The catalyst class is: 5. (4) Reactant: [CH3:1][C:2]1[C:7]([CH2:8][OH:9])=[CH:6][CH:5]=[C:4]([C:10]([F:13])([F:12])[F:11])[N:3]=1.ClC1C=C(C=CC=1)C(OO)=[O:19]. Product: [OH:9][CH2:8][C:7]1[C:2]([CH3:1])=[N+:3]([O-:19])[C:4]([C:10]([F:11])([F:13])[F:12])=[CH:5][CH:6]=1. The catalyst class is: 290. (5) Reactant: [NH2:1][C@:2]([CH3:9])([C@@H:6]([OH:8])[CH3:7])[C:3]([OH:5])=[O:4].C(=O)([O-])[O-].[Na+].[Na+].Cl[C:17]([O:19][CH2:20][CH:21]1[C:33]2[CH:32]=[CH:31][CH:30]=[CH:29][C:28]=2[C:27]2[C:22]1=[CH:23][CH:24]=[CH:25][CH:26]=2)=[O:18]. Product: [CH:32]1[C:33]2[CH:21]([CH2:20][O:19][C:17]([NH:1][C@:2]([CH3:9])([C@@H:6]([OH:8])[CH3:7])[C:3]([OH:5])=[O:4])=[O:18])[C:22]3[C:27](=[CH:26][CH:25]=[CH:24][CH:23]=3)[C:28]=2[CH:29]=[CH:30][CH:31]=1. The catalyst class is: 127. (6) Reactant: [C:1]([NH:4][CH:5]1[CH2:10][CH2:9][N:8]([CH2:11][CH2:12][C:13]([O:15]CC2C=CC=CC=2)=[O:14])[CH2:7][CH2:6]1)(=[O:3])[CH3:2]. Product: [C:1]([NH:4][CH:5]1[CH2:10][CH2:9][N:8]([CH2:11][CH2:12][C:13]([OH:15])=[O:14])[CH2:7][CH2:6]1)(=[O:3])[CH3:2]. The catalyst class is: 19. (7) Reactant: [Cl:1][C:2]1[CH:7]=[C:6]([Cl:8])[CH:5]=[C:4]([Cl:9])[C:3]=1[NH:10][C:11]([NH2:13])=[S:12].Cl[CH:15]([C:20](=O)[CH2:21][CH3:22])[C:16]([O:18][CH3:19])=[O:17]. Product: [Cl:1][C:2]1[CH:7]=[C:6]([Cl:8])[CH:5]=[C:4]([Cl:9])[C:3]=1[NH:10][C:11]1[S:12][C:15]([C:16]([O:18][CH3:19])=[O:17])=[C:20]([CH2:21][CH3:22])[N:13]=1. The catalyst class is: 8. (8) Reactant: [CH3:1][C:2]1([CH3:18])[O:4][CH:3]1[C:5]([NH:7][CH2:8][C:9]1[CH:14]=[CH:13][CH:12]=[CH:11][C:10]=1[N+:15]([O-:17])=[O:16])=[O:6].[H-].[Al+3].[Li+].[H-].[H-].[H-].[Cl-].[Na+].Cl. Product: [OH:4][C:2]([CH3:18])([CH3:1])[CH2:3][C:5]([NH:7][CH2:8][C:9]1[CH:14]=[CH:13][CH:12]=[CH:11][C:10]=1[N+:15]([O-:17])=[O:16])=[O:6]. The catalyst class is: 54. (9) Reactant: [C:1]([O:5][C:6](=[O:30])[NH:7][C@H:8]1[CH2:13][C@@H:12]([C:14]2[CH:19]=[CH:18][CH:17]=[CH:16][CH:15]=2)[C@@H:11]([CH3:20])[NH:10][C:9]1=[N:21][CH2:22][CH:23](O)[C:24]([O:27][CH3:28])([CH3:26])[CH3:25])([CH3:4])([CH3:3])[CH3:2].[Cr](O[Cr]([O-])(=O)=O)([O-])(=O)=O.[NH+]1C=CC=CC=1.[NH+]1C=CC=CC=1.C(=O)(O)[O-].[Na+].O. Product: [C:1]([O:5][C:6](=[O:30])[NH:7][C@H:8]1[CH2:13][C@@H:12]([C:14]2[CH:19]=[CH:18][CH:17]=[CH:16][CH:15]=2)[C@@H:11]([CH3:20])[N:10]2[C:23]([C:24]([O:27][CH3:28])([CH3:25])[CH3:26])=[CH:22][N:21]=[C:9]12)([CH3:2])([CH3:3])[CH3:4]. The catalyst class is: 10.